Binary Classification. Given a miRNA mature sequence and a target amino acid sequence, predict their likelihood of interaction. From a dataset of Experimentally validated miRNA-target interactions with 360,000+ pairs, plus equal number of negative samples. (1) The miRNA is rno-miR-92a-3p with sequence UAUUGCACUUGUCCCGGCCUG. The protein sequence of the target gene is MAAAAAAGAASGLPGPVAQGLKEALVDTLTGILSPVQEVRAAAEEQIKVLEVTEEFGVHLAELTVDPQGALAIRQLASVILKQYVETHWCAQSEKFRPPETTERAKIVIRELLPNGLRESISKVRSSVAYAVSAIAHWDWPEAWPQLFNLLMEMLVSGDLNAVHGAMRVLTEFTREVTDTQMPLVAPVILPEMYKIFTMAEVYGIRTRSRAVEIFTTCAHMICNMEELEKGAAKVLIFPVVQQFTEAFVQALQIPDGPTSDSGFKMEVLKAVTALVKNFPKHMVSSMQQILPIVWNTLTE.... Result: 0 (no interaction). (2) The miRNA is hsa-miR-7114-3p with sequence UGACCCACCCCUCUCCACCAG. The protein sequence of the target gene is MESGHLLWALLFMQSLWPQLTDGATRVYYLGIRDVQWNYAPKGRNVITNQPLDSDIVASSFLKSDKNRIGGTYKKTIYKEYKDDSYTDEVAQPAWLGFLGPVLQAEVGDVILIHLKNFATRPYTIHPHGVFYEKDSEGSLYPDGSSGPLKADDSVPPGGSHIYNWTIPEGHAPTDADPACLTWIYHSHVDAPRDIATGLIGPLITCKRGALDGNSPPQRQDVDHDFFLLFSVVDENLSWHLNENIATYCSDPASVDKEDETFQESNRMHAINGFVFGNLPELNMCAQKRVAWHLFGMGNE.... Result: 0 (no interaction). (3) The miRNA is mmu-miR-340-5p with sequence UUAUAAAGCAAUGAGACUGAUU. The protein sequence of the target gene is MFQTLIQKVWVPMKPYYTQVYQEIWVGVGLMSLIVYKIRSADKRSKALKGPAPAHGHH. Result: 1 (interaction). (4) The miRNA is mmu-miR-3112-5p with sequence ACAUAGAAAAGGCAGUCUGCA. The protein sequence of the target gene is MRRISLTSSPVRLLLFLLLLLIALEIMVGGHSLCFNFTIKSLSRPGQPWCEAQVFLNKNLFLQYNSDNNMVKPLGLLGKKVYATSTWGELTQTLGEVGRDLRMLLCDIKPQIKTSDPSTLQVEMFCQREAERCTGASWQFATNGEKSLLFDAMNMTWTVINHEASKIKETWKKDRGLEKYFRKLSKGDCDHWLREFLGHWEAMPEPTVSPVNASDIHWSSSSLPDRWIILGAFILLVLMGIVLICVWWQNGEWQAGLWPLRTS. Result: 0 (no interaction). (5) The miRNA is hsa-miR-3156-5p with sequence AAAGAUCUGGAAGUGGGAGACA. The protein sequence of the target gene is MAGAVPGAIMDEDYYGSAAEWGDEADGGQQEDDSGEGEDDAEVQQECLHKFSTRDYIMEPSIFNTLKRYFQAGGSPENVIQLLSENYTAVAQTVNLLAEWLIQTGVEPVQVQETVENHLKSLLIKHFDPRKADSIFTEEGETPAWLEQMIAHTTWRDLFYKLAEAHPDCLMLNFTVKLISDAGYQGEITSVSTACQQLEVFSRVLRTSLATILDGGEENLEKNLPEFAKMVCHGEHTYLFAQAMMSVLAQEEQGGSAVRRIAQEVQRFAQEKGHDASQITLALGTAASYPRACQALGAML.... Result: 0 (no interaction). (6) The miRNA is hsa-miR-6736-3p with sequence UCAGCUCCUCUCUACCCACAG. The protein sequence of the target gene is MGTASRSNIARHLQTNLILFCVGAVGACTLSVTQPWYLEVDYTHEAVTIKCTFSATGCPSEQPTCLWFRYGAHQPENLCLDGCKSEADKFTVREALKENQVSLTVNRVTSNDSAIYICGIAFPSVPEARAKQTGGGTTLVVREIKLLSKELRSFLTALVSLLSVYVTGVCVAFILLSKSKSNPLRNKEIKEDSQKKKSARRIFQEIAQELYHKRHVETNQQSEKDNNTYENRRVLSNYERP. Result: 1 (interaction). (7) The miRNA is hsa-miR-548ad-5p with sequence AAAAGUAAUUGUGGUUUUUG. The protein sequence of the target gene is MGSTDSKLNFRKAVIQLTTKTQPVEATDDAFWDQFWADTATSVQDVFALVPAAEIRAVREESPSNLATLCYKAVEKLVQGAESGCHSEKEKQIVLNCSRLLTRVLPYIFEDPDWRGFFWSTVPGAGRGGQGEEDDEHARPLAESLLLAIADLLFCPDFTVQSHRRSTVDSAEDVHSLDSCEYIWEAGVGFAHSPQPNYIHDMNRMELLKLLLTCFSEAMYLPPAPESGSTNPWVQFFCSTENRHALPLFTSLLNTVCAYDPVGYGIPYNHLLFSDYREPLVEEAAQVLIVTLDHDSASSA.... Result: 0 (no interaction). (8) The miRNA is hsa-miR-1827 with sequence UGAGGCAGUAGAUUGAAU. The protein sequence of the target gene is MAREKEMQEFTRSFFRGRPDLSTLTHSIVRRRYLAHSGRSHLEPEEKQALKRLVEEELLKMQVDEAASREDKLDLTKKGKRPPTPCSDPERKRFRFNSESESGSEASSPDYFGPPAKNGVAAEVSPAKEENPRRASKAVEESSDEERQRDLPAQRGEESSEEEEKGYKGKTRKKPVVKKQAPGKASVSRKQAREESEESEAEPVQRTAKKVEGNKGTKSLKESEQESEEEILAQKKEQREEEVEEEEKEEDEEKGDWKPRTRSNGRRKSAREERSCKQKSQAKRLLGDSDSEEEQKEAAS.... Result: 1 (interaction). (9) Result: 0 (no interaction). The protein sequence of the target gene is MKLVRFLMKLSHETVTIELKNGTQVHGTITGVDVSMNTHLKAVKMTLKNREPVQLETLSIRGNNIRYFILPDSLPLDTLLVDVEPKVKSKKREAVAGRGRGRGRGRGRGRGRGRGGPRR. The miRNA is hsa-miR-125b-1-3p with sequence ACGGGUUAGGCUCUUGGGAGCU.